The task is: Predict the product of the given reaction.. This data is from Forward reaction prediction with 1.9M reactions from USPTO patents (1976-2016). (1) Given the reactants [O:1]=[C:2]([C:6]1[CH:11]=[CH:10][CH:9]=[C:8]([O:12][CH2:13][CH:14]2[CH2:19][CH2:18][O:17][CH2:16][CH2:15]2)[CH:7]=1)[CH2:3][C:4]#[N:5], predict the reaction product. The product is: [NH2:5][CH2:4][CH2:3][C@H:2]([C:6]1[CH:11]=[CH:10][CH:9]=[C:8]([O:12][CH2:13][CH:14]2[CH2:19][CH2:18][O:17][CH2:16][CH2:15]2)[CH:7]=1)[OH:1]. (2) Given the reactants [F:1][C:2]([F:6])([F:5])[CH2:3]I.[Cl:7][C:8]1[CH:16]=[C:15]2[C:11]([C:12]([I:17])=[N:13][NH:14]2)=[CH:10][CH:9]=1, predict the reaction product. The product is: [Cl:7][C:8]1[CH:9]=[CH:10][C:11]2[C:15]([CH:16]=1)=[N:14][N:13]([CH2:3][C:2]([F:6])([F:5])[F:1])[C:12]=2[I:17]. (3) Given the reactants [F:1][C:2]1[CH:3]=[C:4]([NH:9][C:10]2[CH:15]=[CH:14][CH:13]=[CH:12][CH:11]=2)[C:5]([NH2:8])=[CH:6][CH:7]=1.[CH2:16]([O:23][CH2:24][C@H:25]([NH:29][C:30]([O:32][C:33]([CH3:36])([CH3:35])[CH3:34])=[O:31])[C:26](O)=[O:27])[C:17]1[CH:22]=[CH:21][CH:20]=[CH:19][CH:18]=1.C1C=NC2N(O)N=NC=2C=1.CN1CCOCC1.Cl.CN(C)CCCN=C=NCC, predict the reaction product. The product is: [C:33]([O:32][C:30](=[O:31])[NH:29][C@H:25]([C:26](=[O:27])[NH:8][C:5]1[CH:6]=[CH:7][C:2]([F:1])=[CH:3][C:4]=1[NH:9][C:10]1[CH:15]=[CH:14][CH:13]=[CH:12][CH:11]=1)[CH2:24][O:23][CH2:16][C:17]1[CH:18]=[CH:19][CH:20]=[CH:21][CH:22]=1)([CH3:34])([CH3:36])[CH3:35]. (4) Given the reactants [NH2:1][C:2]1[CH:7]=[C:6]([F:8])[C:5]([F:9])=[CH:4][C:3]=1[C:10]([C:12]1[CH:17]=[CH:16][N:15]=[CH:14][CH:13]=1)=[O:11].[C:18]([C:22]1[CH:27]=[CH:26][C:25]([S:28](Cl)(=[O:30])=[O:29])=[CH:24][CH:23]=1)([CH3:21])([CH3:20])[CH3:19], predict the reaction product. The product is: [C:18]([C:22]1[CH:27]=[CH:26][C:25]([S:28]([NH:1][C:2]2[CH:7]=[C:6]([F:8])[C:5]([F:9])=[CH:4][C:3]=2[C:10]([C:12]2[CH:13]=[CH:14][N:15]=[CH:16][CH:17]=2)=[O:11])(=[O:30])=[O:29])=[CH:24][CH:23]=1)([CH3:21])([CH3:19])[CH3:20]. (5) Given the reactants [CH2:1]([N:4]1[C:14]2=[C:15]3[C:10](=[CH:11][CH:12]=[CH:13]2)[C:9]([CH3:17])([CH3:16])[CH2:8][CH2:7][N:6]3[C:5]1=[O:18])[CH:2]=[CH2:3].[OH2:19].C[N+]1([O-])CC[O:24]CC1.C(OO)(C)(C)C, predict the reaction product. The product is: [OH:19][CH:2]([CH2:3][OH:24])[CH2:1][N:4]1[C:14]2=[C:15]3[C:10](=[CH:11][CH:12]=[CH:13]2)[C:9]([CH3:17])([CH3:16])[CH2:8][CH2:7][N:6]3[C:5]1=[O:18]. (6) Given the reactants [SH:1][C:2]1[CH:7]=[CH:6][CH:5]=[CH:4][N:3]=1.[N+]([C:11]1[CH:12]=[C:13]([C:19]#[N:20])[C:14](=[CH:17][CH:18]=1)[C:15]#[N:16])([O-])=O.C(=O)([O-])[O-].[K+].[K+], predict the reaction product. The product is: [N:3]1[CH:4]=[CH:5][CH:6]=[CH:7][C:2]=1[S:1][C:11]1[CH:12]=[C:13]([C:19]#[N:20])[C:14](=[CH:17][CH:18]=1)[C:15]#[N:16]. (7) Given the reactants C([O:8][CH2:9][CH2:10][CH2:11][CH2:12][O:13][CH2:14][CH2:15][CH2:16][O:17][CH2:18][C:19]([O:21][C:22]([CH3:25])([CH3:24])[CH3:23])=[O:20])C1C=CC=CC=1.C(O)(=O)C.[H][H], predict the reaction product. The product is: [OH:8][CH2:9][CH2:10][CH2:11][CH2:12][O:13][CH2:14][CH2:15][CH2:16][O:17][CH2:18][C:19]([O:21][C:22]([CH3:25])([CH3:24])[CH3:23])=[O:20]. (8) The product is: [ClH:33].[CH3:32][N:2]([CH3:1])[C:3]1([C:26]2[CH:31]=[CH:30][CH:29]=[CH:28][CH:27]=2)[CH2:8][CH2:7][CH:6]([CH2:9][NH:10][C:11](=[O:25])[CH2:12][CH2:13][CH2:14][C:15]2[C:23]3[C:18](=[CH:19][CH:20]=[C:21]([F:24])[CH:22]=3)[NH:17][CH:16]=2)[CH2:5][CH2:4]1.[CH3:32][N:2]([CH3:1])[C:3]1([C:26]2[CH:31]=[CH:30][CH:29]=[CH:28][CH:27]=2)[CH2:8][CH2:7][CH:6]([CH2:9][NH:10][C:11](=[O:25])[CH2:12][CH2:13][CH2:14][C:15]2[C:23]3[C:18](=[CH:19][CH:20]=[C:21]([F:24])[CH:22]=3)[NH:17][CH:16]=2)[CH2:5][CH2:4]1. Given the reactants [CH3:1][N:2]([CH3:32])[C:3]1([C:26]2[CH:31]=[CH:30][CH:29]=[CH:28][CH:27]=2)[CH2:8][CH2:7][CH:6]([CH2:9][NH:10][C:11](=[O:25])[CH2:12][CH2:13][CH2:14][C:15]2[C:23]3[C:18](=[CH:19][CH:20]=[C:21]([F:24])[CH:22]=3)[NH:17][CH:16]=2)[CH2:5][CH2:4]1.[Cl:33][Si](C)(C)C.CCOCC, predict the reaction product. (9) Given the reactants [CH:1]([C:3]1[S:7][C:6]([C:8]2[N:9]=[N:10][O:11][CH:12]=2)=[CH:5][CH:4]=1)=O.C(O[BH-](OC(=O)C)OC(=O)C)(=O)C.[Na+].[BH3-]C#[N:29].[Na+].[BH4-].[Na+], predict the reaction product. The product is: [NH2:29][CH2:1][C:3]1[S:7][C:6]([C:8]2[N:9]=[N:10][O:11][CH:12]=2)=[CH:5][CH:4]=1.